Task: Predict the product of the given reaction.. Dataset: Forward reaction prediction with 1.9M reactions from USPTO patents (1976-2016) (1) Given the reactants N[C:2]1[CH:7]=[CH:6][C:5]([CH2:8][CH2:9][CH2:10][C:11]#[N:12])=[C:4]([F:13])[CH:3]=1.[C:14]1(=O)[CH2:17][CH2:16][CH2:15]1.C[Si]([C:23]#[N:24])(C)C.[C:25](OCC)(=O)C, predict the reaction product. The product is: [C:11]([CH2:10][CH2:9][CH2:8][C:5]1[CH:6]=[CH:7][C:2]([CH2:25][C:14]2([C:23]#[N:24])[CH2:17][CH2:16][CH2:15]2)=[CH:3][C:4]=1[F:13])#[N:12]. (2) Given the reactants [C:1](Cl)(=[O:4])[CH:2]=[CH2:3].C(N(CC)CC)C.[C:13]([OH:17])(=[O:16])[CH:14]=[CH2:15], predict the reaction product. The product is: [C:13]([O:17][C:1](=[O:4])[CH:2]=[CH2:3])(=[O:16])[CH:14]=[CH2:15]. (3) Given the reactants [NH2:1][C:2]1[CH:3]=[C:4]([CH:22]=[CH:23][CH:24]=1)[C:5]([NH:7][CH2:8][CH:9]([OH:21])[CH2:10][N:11]1[CH2:20][CH2:19][C:18]2[C:13](=[CH:14][CH:15]=[CH:16][CH:17]=2)[CH2:12]1)=[O:6].[O:25]1[CH2:30][CH2:29][C:28](=O)[CH2:27][CH2:26]1.CC(O)=O.[BH3-]C#N.[Na+], predict the reaction product. The product is: [CH2:12]1[C:13]2[C:18](=[CH:17][CH:16]=[CH:15][CH:14]=2)[CH2:19][CH2:20][N:11]1[CH2:10][CH:9]([OH:21])[CH2:8][NH:7][C:5](=[O:6])[C:4]1[CH:22]=[CH:23][CH:24]=[C:2]([NH:1][CH:28]2[CH2:29][CH2:30][O:25][CH2:26][CH2:27]2)[CH:3]=1. (4) Given the reactants [N:1]1[CH:6]=[CH:5][C:4]([C:7]2[N:8]=[C:9]([C:16]3[CH:21]=[CH:20][C:19]([NH2:22])=[CH:18][CH:17]=3)[O:10][C:11]=2[C:12]([F:15])([F:14])[F:13])=[CH:3][CH:2]=1.ClCCl.[Cl:26][C:27]1[CH:35]=[CH:34][CH:33]=[CH:32][C:28]=1[C:29](Cl)=[O:30], predict the reaction product. The product is: [Cl:26][C:27]1[CH:35]=[CH:34][CH:33]=[CH:32][C:28]=1[C:29]([NH:22][C:19]1[CH:20]=[CH:21][C:16]([C:9]2[O:10][C:11]([C:12]([F:15])([F:13])[F:14])=[C:7]([C:4]3[CH:5]=[CH:6][N:1]=[CH:2][CH:3]=3)[N:8]=2)=[CH:17][CH:18]=1)=[O:30].